From a dataset of Full USPTO retrosynthesis dataset with 1.9M reactions from patents (1976-2016). Predict the reactants needed to synthesize the given product. Given the product [F:3][C:4]1[CH:11]=[C:10]([O:12][C:13]2[CH:18]=[CH:17][C:16]([CH2:19][O:20][C:23]3[CH:24]=[C:25]4[N:32]([CH3:33])[CH2:31][CH2:30][N:26]4[C:27](=[O:29])[N:28]=3)=[CH:15][C:14]=2[F:21])[CH:9]=[CH:8][C:5]=1[C:6]#[N:7], predict the reactants needed to synthesize it. The reactants are: [H-].[Na+].[F:3][C:4]1[CH:11]=[C:10]([O:12][C:13]2[CH:18]=[CH:17][C:16]([CH2:19][OH:20])=[CH:15][C:14]=2[F:21])[CH:9]=[CH:8][C:5]=1[C:6]#[N:7].Cl[C:23]1[CH:24]=[C:25]2[N:32]([CH3:33])[CH2:31][CH2:30][N:26]2[C:27](=[O:29])[N:28]=1.